Regression. Given two drug SMILES strings and cell line genomic features, predict the synergy score measuring deviation from expected non-interaction effect. From a dataset of NCI-60 drug combinations with 297,098 pairs across 59 cell lines. (1) Drug 1: CC(CN1CC(=O)NC(=O)C1)N2CC(=O)NC(=O)C2. Drug 2: CC1=C(C(CCC1)(C)C)C=CC(=CC=CC(=CC(=O)O)C)C. Cell line: RPMI-8226. Synergy scores: CSS=63.0, Synergy_ZIP=3.37, Synergy_Bliss=3.28, Synergy_Loewe=-5.44, Synergy_HSA=9.49. (2) Drug 1: CC1=C(C=C(C=C1)C(=O)NC2=CC(=CC(=C2)C(F)(F)F)N3C=C(N=C3)C)NC4=NC=CC(=N4)C5=CN=CC=C5. Drug 2: C1CN1C2=NC(=NC(=N2)N3CC3)N4CC4. Cell line: NCI-H460. Synergy scores: CSS=46.5, Synergy_ZIP=1.57, Synergy_Bliss=-1.15, Synergy_Loewe=-13.4, Synergy_HSA=0.0122. (3) Drug 1: C1=CC(=CC=C1CCC2=CNC3=C2C(=O)NC(=N3)N)C(=O)NC(CCC(=O)O)C(=O)O. Drug 2: C1CCC(C(C1)N)N.C(=O)(C(=O)[O-])[O-].[Pt+4]. Cell line: HCC-2998. Synergy scores: CSS=33.7, Synergy_ZIP=-5.93, Synergy_Bliss=-6.27, Synergy_Loewe=-1.78, Synergy_HSA=-0.557.